Dataset: Reaction yield outcomes from USPTO patents with 853,638 reactions. Task: Predict the reaction yield, written as a fraction of the theoretical maximum amount of product (1.0 means a 100% yield; for example, 0.34 means a 34% yield). (1) The reactants are [CH3:1][NH:2][S:3]([C:6]1[CH:18]=[CH:17][C:9]2[S:10][C:11]3[CH:16]=[CH:15][CH:14]=[CH:13][C:12]=3[C:8]=2[CH:7]=1)(=[O:5])=[O:4].[Cl:19][S:20](O)(=[O:22])=[O:21]. No catalyst specified. The yield is 0.760. The product is [CH3:1][NH:2][S:3]([C:6]1[CH:18]=[CH:17][C:9]2[S:10][C:11]3[CH:16]=[CH:15][C:14]([S:20]([Cl:19])(=[O:22])=[O:21])=[CH:13][C:12]=3[C:8]=2[CH:7]=1)(=[O:5])=[O:4]. (2) The yield is 0.300. The product is [N:15]1[CH:16]=[CH:17][CH:18]=[CH:19][C:14]=1[CH2:13][O:12][C:7]1[CH:8]=[C:9]2[C:4](=[CH:5][CH:6]=1)[CH:3]=[C:2]([C:26]1[C:34]3[C:29](=[CH:30][CH:31]=[C:32]([C:35]#[N:36])[CH:33]=3)[N:28]([CH:37]3[CH2:42][CH2:41][CH2:40][CH2:39][O:38]3)[N:27]=1)[CH:11]=[CH:10]2. The catalyst is CN(C=O)C.Cl[Pd]Cl. The reactants are Br[C:2]1[CH:3]=[C:4]2[C:9](=[CH:10][CH:11]=1)[CH:8]=[C:7]([O:12][CH2:13][C:14]1[CH:19]=[CH:18][CH:17]=[CH:16][N:15]=1)[CH:6]=[CH:5]2.C([O-])(=O)C.[K+].Br[C:26]1[C:34]2[C:29](=[CH:30][CH:31]=[C:32]([C:35]#[N:36])[CH:33]=2)[N:28]([CH:37]2[CH2:42][CH2:41][CH2:40][CH2:39][O:38]2)[N:27]=1.P([O-])([O-])([O-])=O.[K+].[K+].[K+]. (3) The product is [F:58][C:59]1[CH:60]=[CH:61][C:62]([O:65][C:66]2[CH:72]=[CH:71][C:69]([NH:70][C:2]3[CH:3]=[N:4][C:5]([S:8][CH3:9])=[N:6][CH:7]=3)=[CH:68][CH:67]=2)=[N:63][CH:64]=1. The catalyst is C1C=CC(/C=C/C(/C=C/C2C=CC=CC=2)=O)=CC=1.C1C=CC(/C=C/C(/C=C/C2C=CC=CC=2)=O)=CC=1.C1C=CC(/C=C/C(/C=C/C2C=CC=CC=2)=O)=CC=1.[Pd].[Pd].O1CCOCC1. The reactants are Br[C:2]1[CH:3]=[N:4][C:5]([S:8][CH3:9])=[N:6][CH:7]=1.C1(P(C2C=CC=CC=2)C2C3OC4C(=CC=CC=4P(C4C=CC=CC=4)C4C=CC=CC=4)C(C)(C)C=3C=CC=2)C=CC=CC=1.C(=O)([O-])[O-].[Cs+].[Cs+].[F:58][C:59]1[CH:60]=[CH:61][C:62]([O:65][C:66]2[CH:72]=[CH:71][C:69]([NH2:70])=[CH:68][CH:67]=2)=[N:63][CH:64]=1.[NH4+].[Cl-]. The yield is 0.320. (4) The reactants are Cl[C:2]1[N:12]=[CH:11][C:10]([Cl:13])=[CH:9][C:3]=1[C:4]([O:6][CH2:7][CH3:8])=[O:5].[CH3:14]B1OB(C)OB(C)O1.C(=O)([O-])[O-].[K+].[K+].O. The catalyst is O1CCOCC1. The product is [Cl:13][C:10]1[CH:11]=[N:12][C:2]([CH3:14])=[C:3]([CH:9]=1)[C:4]([O:6][CH2:7][CH3:8])=[O:5]. The yield is 0.380. (5) The reactants are C1(P(C2C=CC=CC=2)C2C=CC=CC=2)C=CC=CC=1.N1C=CN=C1.[I:25]I.[F:27][C:28]([F:37])([C:33]([F:36])([F:35])[F:34])[CH2:29][CH2:30][CH2:31]O. The catalyst is ClCCl. The product is [F:27][C:28]([F:37])([C:33]([F:36])([F:35])[F:34])[CH2:29][CH2:30][CH2:31][I:25]. The yield is 0.450. (6) The reactants are [OH:1][CH2:2][CH2:3][CH2:4][CH2:5][CH2:6][CH2:7][CH2:8][CH2:9][C:10](=[C:16]([CH2:22][CH2:23][CH2:24][CH2:25][CH2:26][CH2:27][CH2:28][CH2:29][OH:30])[CH2:17][C:18]([O:20][CH3:21])=[O:19])[CH2:11][C:12]([O:14][CH3:15])=[O:13].CCN(CC)CC.[CH3:38][S:39](Cl)(=[O:41])=[O:40]. The catalyst is CN(C1C=CN=CC=1)C.C(Cl)Cl. The product is [CH3:38][S:39]([O:30][CH2:29][CH2:28][CH2:27][CH2:26][CH2:25][CH2:24][CH2:23][CH2:22][C:16](=[C:10]([CH2:9][CH2:8][CH2:7][CH2:6][CH2:5][CH2:4][CH2:3][CH2:2][O:1][S:39]([CH3:38])(=[O:41])=[O:40])[CH2:11][C:12]([O:14][CH3:15])=[O:13])[CH2:17][C:18]([O:20][CH3:21])=[O:19])(=[O:41])=[O:40]. The yield is 0.820. (7) The reactants are [CH3:1][C:2]1[CH:7]=[C:6]([N+:8]([O-:10])=[O:9])[CH:5]=[CH:4][N:3]=1.[Br:11]N1C(=O)CCC1=O.C(OOC(=O)C1C=CC=CC=1)(=O)C1C=CC=CC=1. The catalyst is C(Cl)(Cl)(Cl)Cl. The product is [Br:11][CH2:1][C:2]1[CH:7]=[C:6]([N+:8]([O-:10])=[O:9])[CH:5]=[CH:4][N:3]=1. The yield is 0.250. (8) The reactants are [CH3:1][C@H:2]1[CH2:7][O:6][CH2:5][CH2:4][NH:3]1.[F:8][C:9]1[CH:10]=[C:11]([NH:16][CH:17]([C:19]2[CH:20]=[C:21]([C:34]([O:36][CH3:37])=[O:35])[CH:22]=[C:23]3[C:28]=2[O:27][C:26](S(CC)=O)=[CH:25][C:24]3=[O:33])[CH3:18])[CH:12]=[C:13]([F:15])[CH:14]=1.C(N(C(C)C)C(C)C)C. The catalyst is C(#N)C. The product is [F:8][C:9]1[CH:10]=[C:11]([NH:16][CH:17]([C:19]2[CH:20]=[C:21]([C:34]([O:36][CH3:37])=[O:35])[CH:22]=[C:23]3[C:28]=2[O:27][C:26]([N:3]2[CH2:4][CH2:5][O:6][CH2:7][C@@H:2]2[CH3:1])=[CH:25][C:24]3=[O:33])[CH3:18])[CH:12]=[C:13]([F:15])[CH:14]=1. The yield is 0.340. (9) The reactants are [Cl:1][C:2]1[CH:3]=[C:4]([N:13]([CH2:29][CH3:30])[C@H:14]2[CH2:19][CH2:18][C@H:17]([NH:20][CH:21]([C:23]3[CH:24]=[N:25][CH:26]=[CH:27][CH:28]=3)[CH3:22])[CH2:16][CH2:15]2)[C:5]([CH3:12])=[C:6]([CH:11]=1)[C:7]([O:9][CH3:10])=[O:8].C=O.[BH-](OC(C)=O)(OC(C)=O)O[C:35](C)=O.[Na+]. The catalyst is ClCCl.O. The product is [Cl:1][C:2]1[CH:3]=[C:4]([N:13]([CH2:29][CH3:30])[C@H:14]2[CH2:19][CH2:18][C@H:17]([N:20]([CH3:35])[CH:21]([C:23]3[CH:24]=[N:25][CH:26]=[CH:27][CH:28]=3)[CH3:22])[CH2:16][CH2:15]2)[C:5]([CH3:12])=[C:6]([CH:11]=1)[C:7]([O:9][CH3:10])=[O:8]. The yield is 0.890.